From a dataset of Catalyst prediction with 721,799 reactions and 888 catalyst types from USPTO. Predict which catalyst facilitates the given reaction. (1) Reactant: C(N(CC)CC)C.[C:8]1([SH:14])[CH:13]=[CH:12][CH:11]=[CH:10][CH:9]=1.[C:15](Cl)(=[O:26])[CH2:16][CH2:17][CH2:18][CH2:19][CH2:20][CH2:21][CH2:22][CH2:23][CH:24]=[CH2:25]. Product: [C:15](=[O:26])([S:14][C:8]1[CH:13]=[CH:12][CH:11]=[CH:10][CH:9]=1)[CH2:16][CH2:17][CH2:18][CH2:19][CH2:20][CH2:21][CH2:22][CH2:23][CH:24]=[CH2:25]. The catalyst class is: 11. (2) Reactant: [Br-].[CH2:2]([C:4]1([O:9][C:10](=[O:34])[CH2:11][O:12][C:13]2[C:18]([CH3:19])=[CH:17][C:16]([S+:20]3[C:24]4[CH:25]=[CH:26][CH:27]=[CH:28][C:23]=4[C:22]4[CH:29]=[CH:30][CH:31]=[CH:32][C:21]3=4)=[CH:15][C:14]=2[CH3:33])[CH2:8][CH2:7][CH2:6][CH2:5]1)[CH3:3].[OH:35][C:36]12[CH2:45][CH:40]3[CH2:41][CH:42]([CH2:44][CH:38]([CH2:39]3)[CH2:37]1)[CH2:43]2.[Na].[C:47]([O:50][CH:51]([CH3:62])[C:52]([F:61])([F:60])[C:53]([F:59])([F:58])[S:54]([O-:57])(=[O:56])=[O:55])(=[O:49])[CH3:48].O. Product: [OH:35][C:36]12[CH2:37][CH:38]3[CH2:44][CH:42]([CH2:41][C:40]([CH2:48][C:47]([O:50][CH:51]([CH3:62])[C:52]([F:61])([F:60])[C:53]([F:59])([F:58])[S:54]([O-:57])(=[O:56])=[O:55])=[O:49])([CH2:39]3)[CH2:45]1)[CH2:43]2.[CH2:2]([C:4]1([O:9][C:10](=[O:34])[CH2:11][O:12][C:13]2[C:14]([CH3:33])=[CH:15][C:16]([S+:20]3[C:21]4[CH:32]=[CH:31][CH:30]=[CH:29][C:22]=4[C:23]4[CH:28]=[CH:27][CH:26]=[CH:25][C:24]3=4)=[CH:17][C:18]=2[CH3:19])[CH2:8][CH2:7][CH2:6][CH2:5]1)[CH3:3]. The catalyst class is: 4. (3) Reactant: [Br:1][C:2]1[C:3](Cl)=[N:4][CH:5]=[CH:6][C:7]=1[C:8]1[CH:15]=[CH:14][C:11]([C:12]#[N:13])=[CH:10][CH:9]=1.[NH2:17][NH2:18]. Product: [Br:1][C:2]1[C:3]([NH:17][NH2:18])=[N:4][CH:5]=[CH:6][C:7]=1[C:8]1[CH:15]=[CH:14][C:11]([C:12]#[N:13])=[CH:10][CH:9]=1. The catalyst class is: 12. (4) Reactant: [I-].[Na+].Cl[Si](C)(C)C.O[CH:9]([C:15]1[C:27]([CH3:28])=[CH:26][C:18]([O:19][CH2:20][C:21]([O:23][CH2:24][CH3:25])=[O:22])=[C:17]([CH3:29])[CH:16]=1)[CH:10]([O:13][CH3:14])[O:11][CH3:12].C1(C)C=CC=CC=1. Product: [CH3:12][O:11][CH:10]([O:13][CH3:14])[CH2:9][C:15]1[C:27]([CH3:28])=[CH:26][C:18]([O:19][CH2:20][C:21]([O:23][CH2:24][CH3:25])=[O:22])=[C:17]([CH3:29])[CH:16]=1. The catalyst class is: 852. (5) Product: [F:1][C:2]1[C:10]([O:11][C:12]2[C:21]3[C:16](=[CH:17][CH:18]=[CH:19][CH:20]=3)[C:15]([CH2:22][C:23]3[CH:24]=[N:25][C:26]([OH:29])=[CH:27][CH:28]=3)=[N:14][N:13]=2)=[CH:9][CH:8]=[C:7]2[C:3]=1[CH:4]=[C:5]([CH3:31])[NH:6]2. Reactant: [F:1][C:2]1[C:10]([O:11][C:12]2[C:21]3[C:16](=[CH:17][CH:18]=[CH:19][CH:20]=3)[C:15]([CH2:22][C:23]3[CH:24]=[N:25][C:26]([O:29]C)=[CH:27][CH:28]=3)=[N:14][N:13]=2)=[CH:9][CH:8]=[C:7]2[C:3]=1[CH:4]=[C:5]([CH3:31])[NH:6]2.ClC1C2C(=CC=CC=2)C(CC2C=NC(OC)=CC=2)=NN=1.FC1C(O)=CC=C2C=1C=C(C)N2.C([O-])([O-])=O.[K+].[K+]. The catalyst class is: 3. (6) Reactant: [CH3:1][O:2][C:3]1[CH:4]=[CH:5][CH:6]=[C:7]2[C:11]=1[CH:10]([N:12]1[C:17]3[N:18]=[C:19](S(C)=O)[N:20]=[CH:21][C:16]=3[CH:15]=[CH:14][C:13]1=[O:25])[CH2:9][CH2:8]2.[CH3:26][N:27]1[CH2:32][CH2:31][N:30]([C:33]2[CH:39]=[CH:38][C:36]([NH2:37])=[CH:35][CH:34]=2)[CH2:29][CH2:28]1. Product: [CH3:1][O:2][C:3]1[CH:4]=[CH:5][CH:6]=[C:7]2[C:11]=1[CH:10]([N:12]1[C:17]3[N:18]=[C:19]([NH:37][C:36]4[CH:35]=[CH:34][C:33]([N:30]5[CH2:29][CH2:28][N:27]([CH3:26])[CH2:32][CH2:31]5)=[CH:39][CH:38]=4)[N:20]=[CH:21][C:16]=3[CH:15]=[CH:14][C:13]1=[O:25])[CH2:9][CH2:8]2. The catalyst class is: 4.